Task: Predict the reactants needed to synthesize the given product.. Dataset: Full USPTO retrosynthesis dataset with 1.9M reactions from patents (1976-2016) The reactants are: [CH:1]([N:4]1[CH2:9][CH2:8][CH:7]([S:10][C:11]2[CH:12]=[CH:13][C:14]3[O:23][CH2:22][CH2:21][N:20]4[C:16](=[N:17][C:18]([C:24]5[C:29]([CH3:30])=[CH:28][CH:27]=[CH:26][N:25]=5)=[CH:19]4)[C:15]=3[CH:31]=2)[CH2:6][CH2:5]1)([CH3:3])[CH3:2].C(O)(C(F)(F)F)=[O:33].C1C=C(Cl)C=C(C(OO)=O)C=1. Given the product [CH:1]([N:4]1[CH2:9][CH2:8][CH:7]([S:10]([C:11]2[CH:12]=[CH:13][C:14]3[O:23][CH2:22][CH2:21][N:20]4[CH:19]=[C:18]([C:24]5[C:29]([CH3:30])=[CH:28][CH:27]=[CH:26][N:25]=5)[N:17]=[C:16]4[C:15]=3[CH:31]=2)=[O:33])[CH2:6][CH2:5]1)([CH3:3])[CH3:2], predict the reactants needed to synthesize it.